From a dataset of Reaction yield outcomes from USPTO patents with 853,638 reactions. Predict the reaction yield, written as a fraction of the theoretical maximum amount of product (1.0 means a 100% yield; for example, 0.34 means a 34% yield). (1) The reactants are [NH:1]1[C:9]2[C:4](=[CH:5][CH:6]=[C:7]([CH:10]=O)[CH:8]=2)[CH:3]=[CH:2]1.[CH3:12][NH2:13].[BH4-].[Na+].O. The catalyst is CO. The product is [NH:1]1[C:9]2[C:4](=[CH:5][CH:6]=[C:7]([CH2:10][NH:13][CH3:12])[CH:8]=2)[CH:3]=[CH:2]1. The yield is 1.00. (2) The reactants are [NH:1](C(OC(C)(C)C)=O)[C@H:2]([C:7]([OH:9])=[O:8])[CH2:3][CH:4]([CH3:6])[CH3:5].[CH3:17][N:18]1[C@@H:35]2[CH2:36][C:23]3[CH:24]=[CH:25][C:26]([O:37][CH3:38])=[C:27]4[O:28][C@H:29]5[C:30]([CH2:32][CH2:33][C@@H:34]2[C@:21]5([C:22]=34)[CH2:20][CH2:19]1)=[O:31].Cl. The catalyst is O1CCOCC1. The product is [NH2:1][C@H:2]([C:7]([OH:9])=[O:8])[CH2:3][CH:4]([CH3:6])[CH3:5].[CH3:17][N:18]1[C@@H:35]2[CH2:36][C:23]3[CH:24]=[CH:25][C:26]([O:37][CH3:38])=[C:27]4[O:28][C@H:29]5[C:30]([CH2:32][CH2:33][C@@H:34]2[C@:21]5([C:22]=34)[CH2:20][CH2:19]1)=[O:31]. The yield is 0.970. (3) The reactants are [O:1]=[C:2]1[C:10]2[C:5](=[CH:6][CH:7]=[CH:8][CH:9]=2)[C:4](=[O:11])[N:3]1[CH2:12][CH2:13][C:14]([NH2:16])=[S:15].[I:17][CH3:18]. The catalyst is CC(C)=O. The product is [IH:17].[CH3:18][S:15][C:14](=[NH:16])[CH2:13][CH2:12][N:3]1[C:4](=[O:11])[C:5]2[C:10](=[CH:9][CH:8]=[CH:7][CH:6]=2)[C:2]1=[O:1]. The yield is 0.672. (4) The reactants are C[O:2][C:3]([C:5]1[S:6][C:7]([C:27]2[CH:32]=[CH:31][CH:30]=[CH:29][CH:28]=2)=[CH:8][C:9]=1[N:10]([CH:24]([CH3:26])[CH3:25])[C:11]([C@@H:13]1[CH2:18][CH2:17][C@@H:16]([CH3:19])[CH2:15][C@@H:14]1[O:20]C(=O)C)=[O:12])=[O:4].[Li+].[OH-]. The catalyst is O1CCOCC1.O. The product is [CH:24]([N:10]([C:11]([C@@H:13]1[CH2:18][CH2:17][C@@H:16]([CH3:19])[CH2:15][C@@H:14]1[OH:20])=[O:12])[C:9]1[CH:8]=[C:7]([C:27]2[CH:32]=[CH:31][CH:30]=[CH:29][CH:28]=2)[S:6][C:5]=1[C:3]([OH:4])=[O:2])([CH3:26])[CH3:25]. The yield is 0.290.